This data is from Forward reaction prediction with 1.9M reactions from USPTO patents (1976-2016). The task is: Predict the product of the given reaction. (1) Given the reactants [N:1]1[C:10]2[C:5](=[CH:6][CH:7]=[CH:8][CH:9]=2)[CH:4]=[CH:3][C:2]=1[C:11]([OH:13])=O.Cl.[CH3:15][O:16]NC.CCN=C=NCCC[N:27]([CH3:29])C.C1C=C2N=NN(O)C2=CC=1.O.CCN(C(C)C)C(C)C, predict the reaction product. The product is: [CH3:15][O:16][CH2:29][NH:27][C:11]([C:2]1[CH:3]=[CH:4][C:5]2[C:10](=[CH:9][CH:8]=[CH:7][CH:6]=2)[N:1]=1)=[O:13]. (2) Given the reactants [CH3:1][O:2][C:3](=[O:27])[CH:4]([NH:19]C(OC(C)(C)C)=O)[C:5]1[CH:10]=[CH:9][C:8]([O:11][CH2:12][CH2:13][N:14]2[CH2:18][CH2:17][CH2:16][CH2:15]2)=[CH:7][CH:6]=1.[Cl:28]CCl, predict the reaction product. The product is: [ClH:28].[ClH:28].[NH2:19][CH:4]([C:5]1[CH:10]=[CH:9][C:8]([O:11][CH2:12][CH2:13][N:14]2[CH2:15][CH2:16][CH2:17][CH2:18]2)=[CH:7][CH:6]=1)[C:3]([O:2][CH3:1])=[O:27]. (3) Given the reactants Cl.[CH3:2][N:3]1[C:7]([NH:8][C:9]2[CH:10]=[C:11]3[C:21](=[CH:22][CH:23]=2)[O:20][C:14]2([CH2:19][CH2:18][NH:17][CH2:16][CH2:15]2)[CH2:13][C:12]3=[O:24])=[CH:6][CH:5]=[N:4]1.O.ON1C2C=CC=CC=2N=N1.Cl.CN(C)CCCN=C=NCC.[C:48]1([C:54]2[CH:55]=[C:56]([CH:60]=[C:61]([C:63]3[NH:67][N:66]=[N:65][N:64]=3)[N:62]=2)[C:57](O)=[O:58])[CH:53]=[CH:52][CH:51]=[CH:50][CH:49]=1, predict the reaction product. The product is: [CH3:2][N:3]1[C:7]([NH:8][C:9]2[CH:10]=[C:11]3[C:21](=[CH:22][CH:23]=2)[O:20][C:14]2([CH2:15][CH2:16][N:17]([C:57]([C:56]4[CH:60]=[C:61]([C:63]5[NH:67][N:66]=[N:65][N:64]=5)[N:62]=[C:54]([C:48]5[CH:49]=[CH:50][CH:51]=[CH:52][CH:53]=5)[CH:55]=4)=[O:58])[CH2:18][CH2:19]2)[CH2:13][C:12]3=[O:24])=[CH:6][CH:5]=[N:4]1. (4) Given the reactants C(OC([NH:8][CH2:9][C@H:10]1[CH2:15][CH2:14][C@H:13]([C:16]([NH:18][C@H:19]([C:50]([NH:52][C:53]2[CH:54]=[CH:55][C:56]3[N:60]=[C:59]([CH:61]([F:63])[F:62])[NH:58][C:57]=3[CH:64]=2)=[O:51])[CH2:20][C:21]2[CH:26]=[CH:25][C:24]([C:27]3[CH:32]=[CH:31][C:30]([C:33]([NH:35][CH:36]4[CH2:41][CH2:40][N:39](C(OC(C)(C)C)=O)[CH2:38][CH2:37]4)=[O:34])=[CH:29][C:28]=3[CH3:49])=[CH:23][CH:22]=2)=[O:17])[CH2:12][CH2:11]1)=O)(C)(C)C.[ClH:65], predict the reaction product. The product is: [ClH:65].[NH2:8][CH2:9][C@H:10]1[CH2:15][CH2:14][C@H:13]([C:16]([NH:18][C@H:19]([C:50]([NH:52][C:53]2[CH:54]=[CH:55][C:56]3[N:60]=[C:59]([CH:61]([F:63])[F:62])[NH:58][C:57]=3[CH:64]=2)=[O:51])[CH2:20][C:21]2[CH:26]=[CH:25][C:24]([C:27]3[CH:32]=[CH:31][C:30]([C:33]([NH:35][CH:36]4[CH2:37][CH2:38][NH:39][CH2:40][CH2:41]4)=[O:34])=[CH:29][C:28]=3[CH3:49])=[CH:23][CH:22]=2)=[O:17])[CH2:12][CH2:11]1. (5) Given the reactants Br[C:2]1[CH:7]=[CH:6][C:5]([S:8]([NH:11][C:12]2[S:13][CH:14]=[CH:15][N:16]=2)(=[O:10])=[O:9])=[CH:4][CH:3]=1.[NH:17]1[CH2:22][CH2:21][CH:20]([NH:23][C:24](=[O:30])[O:25][C:26]([CH3:29])([CH3:28])[CH3:27])[CH2:19][CH2:18]1.C(P(C(C)(C)C)C1C=CC=CC=1C1C=CC=CC=1)(C)(C)C.CC([O-])(C)C.[Na+].Cl, predict the reaction product. The product is: [C:26]([O:25][C:24](=[O:30])[NH:23][CH:20]1[CH2:21][CH2:22][N:17]([C:2]2[CH:7]=[CH:6][C:5]([S:8](=[O:10])(=[O:9])[NH:11][C:12]3[S:13][CH:14]=[CH:15][N:16]=3)=[CH:4][CH:3]=2)[CH2:18][CH2:19]1)([CH3:29])([CH3:27])[CH3:28]. (6) Given the reactants [Cl:1][C:2]1[CH:27]=[C:26]([Cl:28])[CH:25]=[CH:24][C:3]=1[O:4][C:5]1[CH:10]=[CH:9][CH:8]=[CH:7][C:6]=1[NH:11][S:12]([C:15]1[CH:23]=[CH:22][C:18]([C:19](O)=[O:20])=[CH:17][CH:16]=1)(=[O:14])=[O:13].[C:29]([O:33][C:34]([N:36]1[CH2:41][CH2:40][CH:39]([CH2:42][CH2:43][NH2:44])[CH2:38][CH2:37]1)=[O:35])([CH3:32])([CH3:31])[CH3:30], predict the reaction product. The product is: [C:29]([O:33][C:34]([N:36]1[CH2:41][CH2:40][CH:39]([CH2:42][CH2:43][NH:44][C:19](=[O:20])[C:18]2[CH:17]=[CH:16][C:15]([S:12](=[O:13])(=[O:14])[NH:11][C:6]3[CH:7]=[CH:8][CH:9]=[CH:10][C:5]=3[O:4][C:3]3[CH:24]=[CH:25][C:26]([Cl:28])=[CH:27][C:2]=3[Cl:1])=[CH:23][CH:22]=2)[CH2:38][CH2:37]1)=[O:35])([CH3:32])([CH3:31])[CH3:30].